This data is from Full USPTO retrosynthesis dataset with 1.9M reactions from patents (1976-2016). The task is: Predict the reactants needed to synthesize the given product. (1) The reactants are: [NH:1]1[C:10]2[C:5](=[CH:6][CH:7]=[CH:8][CH:9]=2)[CH:4]=[CH:3][CH:2]1[C:11]([NH2:13])=[O:12].C1C2C(=CC=CC=2)C=CN1. Given the product [CH:2]1([C:11]([NH2:13])=[O:12])[C:3]2[C:8](=[CH:7][CH:6]=[CH:5][CH:4]=2)[CH:9]=[CH:10][NH:1]1, predict the reactants needed to synthesize it. (2) Given the product [F:1][C:2]1[CH:17]=[CH:16][C:5]([O:6][C:7]2[S:11][C:10]3=[N:12][CH:13]=[C:14]([C:25]4[CH:26]=[CH:27][C:22]([NH:21][C:18](=[O:20])[CH3:19])=[CH:23][CH:24]=4)[N:9]3[N:8]=2)=[CH:4][CH:3]=1, predict the reactants needed to synthesize it. The reactants are: [F:1][C:2]1[CH:17]=[CH:16][C:5]([O:6][C:7]2[S:11][C:10]3=[N:12][CH:13]=[C:14](I)[N:9]3[N:8]=2)=[CH:4][CH:3]=1.[C:18]([NH:21][C:22]1[CH:27]=[CH:26][C:25](B(O)O)=[CH:24][CH:23]=1)(=[O:20])[CH3:19].C(=O)([O-])[O-].[Cs+].[Cs+].O. (3) The reactants are: [Br:1][C:2]1[CH:3]=[C:4]([C:8]([NH:12][C:13](=[O:16])[CH2:14]Cl)([CH3:11])[CH2:9][OH:10])[CH:5]=[CH:6][CH:7]=1.[K].CCSC(N(CC(C)C)CC(C)C)=O.CO. Given the product [Br:1][C:2]1[CH:3]=[C:4]([C:8]2([CH3:11])[NH:12][C:13](=[O:16])[CH2:14][O:10][CH2:9]2)[CH:5]=[CH:6][CH:7]=1, predict the reactants needed to synthesize it. (4) The reactants are: [Na].[C:2]([CH2:4][C:5](=O)[C:6]([O:8][CH2:9][CH3:10])=[O:7])#[N:3].FC(F)(F)C(O)=O.[F:19][C:20]1[CH:28]=[CH:27][CH:26]=[CH:25][C:21]=1[CH2:22][NH:23][NH2:24]. Given the product [NH2:3][C:2]1[N:23]([CH2:22][C:21]2[CH:25]=[CH:26][CH:27]=[CH:28][C:20]=2[F:19])[N:24]=[C:5]([C:6]([O:8][CH2:9][CH3:10])=[O:7])[CH:4]=1, predict the reactants needed to synthesize it. (5) Given the product [F:1][C:2]([F:7])([F:6])[C:3]([OH:5])=[O:4].[CH3:2][N:41]1[CH2:40][CH:39]=[C:38]([C:29]2[CH:30]=[C:31]([C:34]([F:35])([F:36])[F:37])[CH:32]=[CH:33][C:28]=2[C:24]2[CH:23]=[CH:22][CH:21]=[C:20]3[C:25]=2[CH:26]=[CH:27][C:18]([S:15]([NH:14][C:11]2[CH:12]=[CH:13][N:8]=[CH:9][N:10]=2)(=[O:17])=[O:16])=[CH:19]3)[CH2:43][CH2:42]1, predict the reactants needed to synthesize it. The reactants are: [F:1][C:2]([F:7])([F:6])[C:3]([OH:5])=[O:4].[N:8]1[CH:13]=[CH:12][C:11]([NH:14][S:15]([C:18]2[CH:27]=[CH:26][C:25]3[C:20](=[CH:21][CH:22]=[CH:23][C:24]=3[C:28]3[CH:33]=[CH:32][C:31]([C:34]([F:37])([F:36])[F:35])=[CH:30][C:29]=3[C:38]3[CH2:39][CH2:40][NH:41][CH2:42][CH:43]=3)[CH:19]=2)(=[O:17])=[O:16])=[N:10][CH:9]=1.C=O.[Na]. (6) The reactants are: [Cl:1][C:2]1[CH:3]=[C:4]2[C:8](=C[CH:10]=1)[NH:7][C:6]([CH2:11][N:12]1[C:16]3=[CH:17][N:18]=[CH:19][CH:20]=[C:15]3[C:14]3([CH2:22][CH2:21]3)[C:13]1=[O:23])=[CH:5]2.ClC1C=C2C=C(C(OC)=O)NC2=[N:29]C=1.ClC1C=C2C(=CC=1)NC(C(OC)=O)=C2. Given the product [Cl:1][C:2]1[CH:3]=[C:4]2[CH:5]=[C:6]([CH2:11][N:12]3[C:16]4=[CH:17][N:18]=[CH:19][CH:20]=[C:15]4[C:14]4([CH2:22][CH2:21]4)[C:13]3=[O:23])[NH:7][C:8]2=[N:29][CH:10]=1, predict the reactants needed to synthesize it. (7) Given the product [CH2:1]([C:4]1[S:33][C:7]2[N:8]=[C:9]([N:25]3[CH2:29][CH2:28][C@H:27]([C:30]([NH2:46])=[O:32])[CH2:26]3)[N:10]=[C:11]([N:12]3[CH2:17][CH2:16][N:15]4[C:18]([C:21]([F:24])([F:22])[F:23])=[N:19][N:20]=[C:14]4[CH2:13]3)[C:6]=2[CH:5]=1)[CH2:2][CH3:3], predict the reactants needed to synthesize it. The reactants are: [CH2:1]([C:4]1[S:33][C:7]2[N:8]=[C:9]([N:25]3[CH2:29][CH2:28][C@H:27]([C:30]([OH:32])=O)[CH2:26]3)[N:10]=[C:11]([N:12]3[CH2:17][CH2:16][N:15]4[C:18]([C:21]([F:24])([F:23])[F:22])=[N:19][N:20]=[C:14]4[CH2:13]3)[C:6]=2[CH:5]=1)[CH2:2][CH3:3].[Cl-].[NH4+].C(Cl)CCl.C1C=CC2N(O)N=[N:46]C=2C=1.C(N(C(C)C)CC)(C)C. (8) Given the product [CH3:8][C:7]([C:9]1[CH:10]=[CH:11][CH:12]=[CH:13][CH:14]=1)([CH3:15])[CH2:6][CH2:5][C@H:2]1[CH2:3][O:4][C:17]([NH2:16])=[N:1]1, predict the reactants needed to synthesize it. The reactants are: [NH2:1][C@@H:2]([CH2:5][CH2:6][C:7]([CH3:15])([C:9]1[CH:14]=[CH:13][CH:12]=[CH:11][CH:10]=1)[CH3:8])[CH2:3][OH:4].[N:16]#[C:17]Br. (9) Given the product [CH:11]1([CH2:10][NH:9][C:2]2[CH:7]=[CH:6][C:5]([I:8])=[CH:4][N:3]=2)[CH2:13][CH2:12]1, predict the reactants needed to synthesize it. The reactants are: Cl[C:2]1[CH:7]=[CH:6][C:5]([I:8])=[CH:4][N:3]=1.[NH2:9][CH2:10][CH:11]1[CH2:13][CH2:12]1. (10) Given the product [F:1][C:2]1[CH:3]=[C:4]2[C:9](=[CH:10][CH:11]=1)[N:8]=[C:7]([Cl:24])[CH:6]=[C:5]2[NH:13][C:14]1[CH:19]=[CH:18][C:17]([Cl:20])=[C:16]([Cl:21])[CH:15]=1, predict the reactants needed to synthesize it. The reactants are: [F:1][C:2]1[CH:3]=[C:4]2[C:9](=[CH:10][CH:11]=1)[N:8]=[C:7](O)[CH:6]=[C:5]2[NH:13][C:14]1[CH:19]=[CH:18][C:17]([Cl:20])=[C:16]([Cl:21])[CH:15]=1.O=P(Cl)(Cl)[Cl:24].